Dataset: Peptide-MHC class I binding affinity with 185,985 pairs from IEDB/IMGT. Task: Regression. Given a peptide amino acid sequence and an MHC pseudo amino acid sequence, predict their binding affinity value. This is MHC class I binding data. (1) The peptide sequence is KQLAAVARV. The MHC is HLA-A02:01 with pseudo-sequence HLA-A02:01. The binding affinity (normalized) is 0.639. (2) The peptide sequence is FLSFASLFL. The MHC is HLA-A26:01 with pseudo-sequence HLA-A26:01. The binding affinity (normalized) is 0.0847. (3) The peptide sequence is PIQKETWDTW. The MHC is HLA-A11:01 with pseudo-sequence HLA-A11:01. The binding affinity (normalized) is 0. (4) The peptide sequence is IYNEKVAGF. The MHC is HLA-A01:01 with pseudo-sequence HLA-A01:01. The binding affinity (normalized) is 0. (5) The MHC is HLA-A68:01 with pseudo-sequence HLA-A68:01. The binding affinity (normalized) is 0.507. The peptide sequence is LMYFHRRDLR. (6) The peptide sequence is KTMVAFIRK. The MHC is HLA-A03:01 with pseudo-sequence HLA-A03:01. The binding affinity (normalized) is 0.478. (7) The peptide sequence is TSTLQEQIAW. The MHC is HLA-B15:03 with pseudo-sequence HLA-B15:03. The binding affinity (normalized) is 0.0723.